This data is from Full USPTO retrosynthesis dataset with 1.9M reactions from patents (1976-2016). The task is: Predict the reactants needed to synthesize the given product. (1) Given the product [C:25]1([C:28]2[CH:29]=[CH:30][CH:31]=[CH:32][CH:33]=2)[CH:24]=[CH:23][C:22]([N:21]([C:18]2[CH:19]=[CH:20][C:15]([C:34]3[CH:39]=[CH:38][CH:37]=[CH:36][CH:35]=3)=[CH:16][CH:17]=2)[C:2]2[C:7]3[O:8][C:9]4[CH:14]=[CH:13][CH:12]=[CH:11][C:10]=4[C:6]=3[CH:5]=[CH:4][CH:3]=2)=[CH:27][CH:26]=1, predict the reactants needed to synthesize it. The reactants are: Br[C:2]1[C:7]2[O:8][C:9]3[CH:14]=[CH:13][CH:12]=[CH:11][C:10]=3[C:6]=2[CH:5]=[CH:4][CH:3]=1.[C:15]1([C:34]2[CH:39]=[CH:38][CH:37]=[CH:36][CH:35]=2)[CH:20]=[CH:19][C:18]([NH:21][C:22]2[CH:27]=[CH:26][C:25]([C:28]3[CH:33]=[CH:32][CH:31]=[CH:30][CH:29]=3)=[CH:24][CH:23]=2)=[CH:17][CH:16]=1.N#N.P(C(C)(C)C)(C(C)(C)C)C(C)(C)C.CC([O-])(C)C.[Na+]. (2) Given the product [F:14][CH:13]([F:15])[C:12]1[N:8]([CH2:7][C:6]2[CH:18]=[C:2]([C:27]#[C:28][CH:22]([CH3:23])[CH2:21][O:25][CH3:26])[CH:3]=[CH:4][C:5]=2[CH3:19])[C:9](=[O:17])[N:10]([CH3:16])[N:11]=1, predict the reactants needed to synthesize it. The reactants are: Br[C:2]1[CH:3]=[CH:4][C:5]([CH3:19])=[C:6]([CH:18]=1)[CH2:7][N:8]1[C:12]([CH:13]([F:15])[F:14])=[N:11][N:10]([CH3:16])[C:9]1=[O:17].C[C:21]([O:25][CH3:26])(C)[C:22]#[CH:23].[C:27]1(P(C2C=CC=CC=2)C2C=CC=CC=2)C=CC=C[CH:28]=1.C(N(CC)CC)C. (3) The reactants are: F[B-](F)(F)F.C([O+](CC)CC)C.[Cl:13][C:14]1[C:19]([F:20])=[C:18]([Cl:21])[CH:17]=[CH:16][C:15]=1[C:22]([N:24]1[CH2:29][CH2:28][NH:27][C:26](=O)[CH2:25]1)=[O:23].[CH3:31][C:32]1[N:33]=[N:34][S:35][C:36]=1[C:37]([NH:39][NH2:40])=O. Given the product [Cl:13][C:14]1[C:19]([F:20])=[C:18]([Cl:21])[CH:17]=[CH:16][C:15]=1[C:22]([N:24]1[CH2:29][CH2:28][N:27]2[C:37]([C:36]3[S:35][N:34]=[N:33][C:32]=3[CH3:31])=[N:39][N:40]=[C:26]2[CH2:25]1)=[O:23], predict the reactants needed to synthesize it. (4) Given the product [CH:35]1([C:29]2[CH:30]=[CH:31][CH:32]=[C:33]([F:34])[C:28]=2[CH2:27][N:24]2[C:5]3[N:6]=[C:7]([NH:10][C:11]4[CH:16]=[CH:15][C:14]([N:17]5[CH2:22][CH2:21][N:20]([CH3:23])[CH2:19][CH2:18]5)=[CH:13][CH:12]=4)[N:8]=[CH:9][C:4]=3[CH:3]=[C:2]([C:38]#[CH:39])[C:25]2=[O:26])[CH2:37][CH2:36]1, predict the reactants needed to synthesize it. The reactants are: Br[C:2]1[C:25](=[O:26])[N:24]([CH2:27][C:28]2[C:33]([F:34])=[CH:32][CH:31]=[CH:30][C:29]=2[CH:35]2[CH2:37][CH2:36]2)[C:5]2[N:6]=[C:7]([NH:10][C:11]3[CH:16]=[CH:15][C:14]([N:17]4[CH2:22][CH2:21][N:20]([CH3:23])[CH2:19][CH2:18]4)=[CH:13][CH:12]=3)[N:8]=[CH:9][C:4]=2[CH:3]=1.[C:38]([Si](C)(C)C)#[CH:39].C(=O)([O-])[O-].[K+].[K+]. (5) The reactants are: [C:1]1([CH:7]=[CH:8][C:9]([C:11]2[CH:16]=[CH:15][CH:14]=[CH:13][CH:12]=2)=[O:10])[CH:6]=[CH:5][CH:4]=[CH:3][CH:2]=1. Given the product [C:11]1([C@@H:9]([OH:10])[CH2:8][CH2:7][C:1]2[CH:2]=[CH:3][CH:4]=[CH:5][CH:6]=2)[CH:16]=[CH:15][CH:14]=[CH:13][CH:12]=1, predict the reactants needed to synthesize it. (6) Given the product [CH2:1]([O:3][C:4]1[CH:12]=[CH:11][C:7]([C:8]([NH:26][CH:22]([C:19]2[CH:18]=[CH:17][C:16]([O:15][CH3:14])=[CH:21][CH:20]=2)[CH2:23][CH2:24][CH3:25])=[O:10])=[CH:6][C:5]=1[CH3:13])[CH3:2], predict the reactants needed to synthesize it. The reactants are: [CH2:1]([O:3][C:4]1[CH:12]=[CH:11][C:7]([C:8]([OH:10])=O)=[CH:6][C:5]=1[CH3:13])[CH3:2].[CH3:14][O:15][C:16]1[CH:21]=[CH:20][C:19]([CH:22]([NH2:26])[CH2:23][CH2:24][CH3:25])=[CH:18][CH:17]=1. (7) The reactants are: [F:1][C:2]1[CH:7]=[CH:6][CH:5]=[C:4]([F:8])[C:3]=1[N:9]1[C:17]2[CH:16]=[CH:15][N:14]=[C:13]([O:18][CH3:19])[C:12]=2[C:11]([C:20]2[CH:25]=[CH:24][C:23]([CH:26]3[CH2:31][CH2:30][NH:29][CH2:28][CH2:27]3)=[CH:22][CH:21]=2)=[N:10]1.C(N(CC)CC)C.[C:39](Cl)(=[O:41])[CH3:40].C(=O)([O-])O.[Na+]. Given the product [F:8][C:4]1[CH:5]=[CH:6][CH:7]=[C:2]([F:1])[C:3]=1[N:9]1[C:17]2[CH:16]=[CH:15][N:14]=[C:13]([O:18][CH3:19])[C:12]=2[C:11]([C:20]2[CH:25]=[CH:24][C:23]([CH:26]3[CH2:31][CH2:30][N:29]([C:39](=[O:41])[CH3:40])[CH2:28][CH2:27]3)=[CH:22][CH:21]=2)=[N:10]1, predict the reactants needed to synthesize it. (8) Given the product [Br:1][C:2]1[CH:3]=[C:4]2[C:5]([CH2:8][C:9](=[O:10])[NH:13]2)=[CH:6][CH:7]=1, predict the reactants needed to synthesize it. The reactants are: [Br:1][C:2]1[CH:7]=[CH:6][C:5]([CH2:8][C:9](OC)=[O:10])=[C:4]([N+:13]([O-])=O)[CH:3]=1.